Dataset: Forward reaction prediction with 1.9M reactions from USPTO patents (1976-2016). Task: Predict the product of the given reaction. (1) Given the reactants [CH2:1]([O:8][C:9]1[CH:14]=[CH:13][C:12]([CH2:15][C:16]([O:18]C(C)(C)C)=[O:17])=[C:11]([Cl:23])[CH:10]=1)[C:2]1[CH:7]=[CH:6][CH:5]=[CH:4][CH:3]=1.C(O)(C(F)(F)F)=O, predict the reaction product. The product is: [CH2:1]([O:8][C:9]1[CH:14]=[CH:13][C:12]([CH2:15][C:16]([OH:18])=[O:17])=[C:11]([Cl:23])[CH:10]=1)[C:2]1[CH:3]=[CH:4][CH:5]=[CH:6][CH:7]=1. (2) Given the reactants [OH:1][CH:2]([CH3:17])[C:3]([C:5]1[C:6]([CH:14]([CH3:16])[CH3:15])=[N:7][N:8]2[CH:13]=[CH:12][CH:11]=[CH:10][C:9]=12)=[O:4].[CH3:18]I, predict the reaction product. The product is: [CH:14]([C:6]1[C:5]([C:3](=[O:4])[CH:2]([O:1][CH3:18])[CH3:17])=[C:9]2[CH:10]=[CH:11][CH:12]=[CH:13][N:8]2[N:7]=1)([CH3:16])[CH3:15]. (3) The product is: [CH3:33][O:34][C:24]1[CH:25]=[CH:26][C:27]([C:2]2[C:7]([C:8]([O:10][CH2:11][CH3:12])=[O:9])=[C:6]([CH3:13])[N:5]=[C:4]([S:14][CH3:15])[N:3]=2)=[CH:28][CH:29]=1. Given the reactants Cl[C:2]1[C:7]([C:8]([O:10][CH2:11][CH3:12])=[O:9])=[C:6]([CH3:13])[N:5]=[C:4]([S:14][CH3:15])[N:3]=1.C(OC(N[C:24]1[CH:29]=[CH:28][C:27](B(O)O)=[CH:26][CH:25]=1)=O)(C)(C)C.[C:33](=O)([O-])[O-:34].[K+].[K+], predict the reaction product.